Dataset: Catalyst prediction with 721,799 reactions and 888 catalyst types from USPTO. Task: Predict which catalyst facilitates the given reaction. (1) Reactant: [NH2:1][C@H:2]([CH2:6][CH2:7][C:8]([O:10][C:11]([CH3:14])([CH3:13])[CH3:12])=[O:9])[C:3]([OH:5])=[O:4].O.Cl[C:17]([O:19][CH2:20][C:21]1[CH:26]=[CH:25][CH:24]=[CH:23][CH:22]=1)=[O:18].Cl. Product: [CH2:20]([O:19][C:17]([NH:1][C@H:2]([CH2:6][CH2:7][C:8]([O:10][C:11]([CH3:14])([CH3:13])[CH3:12])=[O:9])[C:3]([OH:5])=[O:4])=[O:18])[C:21]1[CH:26]=[CH:25][CH:24]=[CH:23][CH:22]=1. The catalyst class is: 49. (2) Reactant: [F:1][C:2]([F:50])([F:49])[C:3]1[CH:4]=[C:5]([CH:42]=[C:43]([C:45]([F:48])([F:47])[F:46])[CH:44]=1)[CH2:6][N:7]([CH2:24][C:25]1[CH:30]=[C:29]([C:31]([F:34])([F:33])[F:32])[CH:28]=[CH:27][C:26]=1[N:35]([CH2:38][CH2:39][CH2:40][CH3:41])[CH2:36][CH3:37])[C:8]1[N:13]=[CH:12][N:11]=[C:10]([NH:14][CH2:15][CH2:16][C:17]([O:19]C(C)(C)C)=[O:18])[CH:9]=1.O.C(=O)(O)[O-].[Na+]. Product: [F:50][C:2]([F:1])([F:49])[C:3]1[CH:4]=[C:5]([CH:42]=[C:43]([C:45]([F:46])([F:47])[F:48])[CH:44]=1)[CH2:6][N:7]([CH2:24][C:25]1[CH:30]=[C:29]([C:31]([F:34])([F:33])[F:32])[CH:28]=[CH:27][C:26]=1[N:35]([CH2:38][CH2:39][CH2:40][CH3:41])[CH2:36][CH3:37])[C:8]1[N:13]=[CH:12][N:11]=[C:10]([NH:14][CH2:15][CH2:16][C:17]([OH:19])=[O:18])[CH:9]=1. The catalyst class is: 601. (3) Reactant: Cl[CH2:2][CH:3]1[CH2:12][CH2:11][C:10]2[C:5](=[CH:6][CH:7]=[CH:8][CH:9]=2)[NH:4]1.[NH:13]1[C:21]2[C:16](=[C:17]([N:22]3[CH2:27][CH2:26][NH:25][CH2:24][CH2:23]3)[CH:18]=[CH:19][CH:20]=2)[CH:15]=[CH:14]1.O. Product: [NH:13]1[C:21]2[C:16](=[C:17]([N:22]3[CH2:27][CH2:26][N:25]([CH2:2][CH:3]4[CH2:12][CH2:11][C:10]5[C:5](=[CH:6][CH:7]=[CH:8][CH:9]=5)[NH:4]4)[CH2:24][CH2:23]3)[CH:18]=[CH:19][CH:20]=2)[CH:15]=[CH:14]1. The catalyst class is: 3. (4) Reactant: [Br:1][C:2]1[CH:3]=[C:4]([CH:8]=[CH:9][C:10]=1[CH2:11][Br:12])[C:5](O)=[O:6].[CH3:13][Si:14]([CH3:18])([CH3:17])[CH2:15][NH2:16].Cl.CN(C)CCCN=C=NCC.O. Product: [Br:1][C:2]1[CH:3]=[C:4]([CH:8]=[CH:9][C:10]=1[CH2:11][Br:12])[C:5]([NH:16][CH2:15][Si:14]([CH3:18])([CH3:17])[CH3:13])=[O:6]. The catalyst class is: 4. (5) Reactant: [F:1][C:2]1[CH:11]=[CH:10][C:9]([O:12][CH2:13][CH2:14][CH3:15])=[C:8]2[C:3]=1[C:4](=[O:26])[C:5]([C:16]1[CH:25]=[CH:24][C:19]([C:20]([O:22]C)=[O:21])=[CH:18][CH:17]=1)=[CH:6][NH:7]2.C(O)C.C1COCC1.[OH-].[Li+]. Product: [F:1][C:2]1[CH:11]=[CH:10][C:9]([O:12][CH2:13][CH2:14][CH3:15])=[C:8]2[C:3]=1[C:4](=[O:26])[C:5]([C:16]1[CH:17]=[CH:18][C:19]([C:20]([OH:22])=[O:21])=[CH:24][CH:25]=1)=[CH:6][NH:7]2. The catalyst class is: 6.